Predict which catalyst facilitates the given reaction. From a dataset of Catalyst prediction with 721,799 reactions and 888 catalyst types from USPTO. (1) Reactant: [OH:1][C:2]1[CH:7]=[CH:6][C:5]([N+:8]([O-:10])=[O:9])=[CH:4][N:3]=1.[Cl:11]N1C(=O)CCC1=O.O. Product: [Cl:11][C:7]1[C:2]([OH:1])=[N:3][CH:4]=[C:5]([N+:8]([O-:10])=[O:9])[CH:6]=1. The catalyst class is: 3. (2) Reactant: Br[C:2]1[N:3]=[N:4][C:5]([C:8]2[CH:9]=[N:10][CH:11]=[C:12]([CH:18]=2)[C:13]([O:15][CH2:16][CH3:17])=[O:14])=[CH:6][N:7]=1.[CH:19]([C:23]1[CH:35]=[CH:34][CH:33]=[CH:32][C:24]=1[O:25][CH:26]1[CH2:31][CH2:30][NH:29][CH2:28][CH2:27]1)([CH2:21][CH3:22])[CH3:20].C(=O)([O-])[O-].[K+].[K+]. Product: [CH:19]([C:23]1[CH:35]=[CH:34][CH:33]=[CH:32][C:24]=1[O:25][CH:26]1[CH2:27][CH2:28][N:29]([C:2]2[N:3]=[N:4][C:5]([C:8]3[CH:9]=[N:10][CH:11]=[C:12]([CH:18]=3)[C:13]([O:15][CH2:16][CH3:17])=[O:14])=[CH:6][N:7]=2)[CH2:30][CH2:31]1)([CH2:21][CH3:22])[CH3:20]. The catalyst class is: 12. (3) Reactant: [CH2:1]([O:3][C:4]1[N:5]=[N+:6]([O-])[C:7]([CH3:13])=[CH:8][C:9]=1[O:10][CH2:11][CH3:12])[CH3:2].FC(F)(F)C(OC(=O)C(F)(F)F)=[O:18]. Product: [CH2:11]([O:10][C:9]1[CH:8]=[C:7]([CH2:13][OH:18])[N:6]=[N:5][C:4]=1[O:3][CH2:1][CH3:2])[CH3:12]. The catalyst class is: 4. (4) Product: [Cl:34][C:22]1[C:21]([NH:4][C:3]2[CH:5]=[CH:6][C:7]([I:9])=[CH:8][C:2]=2[F:1])=[C:26]([C:27]([OH:29])=[O:28])[N:25]=[C:24]2[N:30]([CH3:33])[CH:31]=[N:32][C:23]=12. The catalyst class is: 1. Reactant: [F:1][C:2]1[CH:8]=[C:7]([I:9])[CH:6]=[CH:5][C:3]=1[NH2:4].[Li+].C[Si]([N-][Si](C)(C)C)(C)C.Br[C:21]1[C:22]([Cl:34])=[C:23]2[N:32]=[CH:31][N:30]([CH3:33])[C:24]2=[N:25][C:26]=1[C:27]([OH:29])=[O:28]. (5) Reactant: [CH2:1]([Li])CCC.[Cl:6][C:7]1[CH:11]=[C:10]([CH:12]=O)[NH:9][C:8]=1[C:14]([O:16][CH3:17])=[O:15]. Product: [Cl:6][C:7]1[CH:11]=[C:10]([CH:12]=[CH2:1])[NH:9][C:8]=1[C:14]([O:16][CH3:17])=[O:15]. The catalyst class is: 307. (6) Reactant: [N:1]([O-])=O.[Na+].[Br:5][C:6]1[CH:12]=[C:11]([N+:13]([O-:15])=[O:14])[CH:10]=[C:9]([CH3:16])[C:7]=1[NH2:8].CC(O)=O. Product: [Br:5][C:6]1[CH:12]=[C:11]([N+:13]([O-:15])=[O:14])[CH:10]=[C:9]2[C:7]=1[NH:8][N:1]=[CH:16]2. The catalyst class is: 6.